From a dataset of Forward reaction prediction with 1.9M reactions from USPTO patents (1976-2016). Predict the product of the given reaction. (1) Given the reactants FC(F)(F)S(O[C:7]1[CH:8]=[C:9]2[C@@:20]3([CH2:24][O:23][C:22]([NH2:25])=[N:21]3)[C:19]3[C:14](=[N:15][CH:16]=[C:17](C#CC4(C)COC4)[CH:18]=3)[O:13][C:10]2=[CH:11][CH:12]=1)(=O)=O.FC1C(B(O)O)=CC=CN=1.C(=O)([O-])[O-].[K+].[K+], predict the reaction product. The product is: [O:23]1[CH2:24][C:20]2([C:19]3[C:14](=[N:15][CH:16]=[CH:17][CH:18]=3)[O:13][C:10]3[C:9]2=[CH:8][CH:7]=[CH:12][CH:11]=3)[N:21]=[C:22]1[NH2:25]. (2) The product is: [NH2:34][C:35]1([CH2:51][O:52][N:53]([CH3:61])[C:54](=[O:60])[O:55][C:56]([CH3:57])([CH3:58])[CH3:59])[C:49]2[C:44](=[CH:45][CH:46]=[C:47]([Br:50])[CH:48]=2)[O:43][C:37]2([CH2:42][CH2:41][CH2:40][O:39][CH2:38]2)[CH2:36]1. Given the reactants C1(P(C2C=CC=CC=2)CCCCP(C2C=CC=CC=2)C2C=CC=CC=2)C=CC=CC=1.C([NH:34][C:35]1([CH2:51][O:52][N:53]([CH3:61])[C:54](=[O:60])[O:55][C:56]([CH3:59])([CH3:58])[CH3:57])[C:49]2[C:44](=[CH:45][CH:46]=[C:47]([Br:50])[CH:48]=2)[O:43][C:37]2([CH2:42][CH2:41][CH2:40][O:39][CH2:38]2)[CH2:36]1)C=C.C(O)(=O)C1C(=CC=CC=1)S, predict the reaction product. (3) Given the reactants [CH2:1](O)C.[CH:4]1([C:10]2[C:18]3[C:17](=[O:19])[NH:16][C:15]([C:20]4[CH:25]=[CH:24][C:23]([N:26]5[CH2:32][CH2:31][CH2:30][NH:29][CH2:28][CH2:27]5)=[CH:22][C:21]=4[O:33][CH3:34])=[N:14][C:13]=3[N:12]([CH3:35])[N:11]=2)[CH2:9][CH2:8][CH2:7][CH2:6][CH2:5]1.C=O.C(=O)([O-])O.[Na+], predict the reaction product. The product is: [CH:4]1([C:10]2[C:18]3[C:17](=[O:19])[NH:16][C:15]([C:20]4[CH:25]=[CH:24][C:23]([N:26]5[CH2:32][CH2:31][CH2:30][N:29]([CH3:1])[CH2:28][CH2:27]5)=[CH:22][C:21]=4[O:33][CH3:34])=[N:14][C:13]=3[N:12]([CH3:35])[N:11]=2)[CH2:5][CH2:6][CH2:7][CH2:8][CH2:9]1. (4) Given the reactants [CH:1]1([N:4]=[C:5]=[S:6])[CH2:3][CH2:2]1.[F:7][C:8]1[CH:13]=[CH:12][C:11]([NH:14][C:15]([C:17]2[C:25]3[C:20](=[CH:21][CH:22]=[C:23]([NH2:27])[C:24]=3Br)[NH:19][N:18]=2)=[O:16])=[CH:10][CH:9]=1, predict the reaction product. The product is: [F:7][C:8]1[CH:9]=[CH:10][C:11]([NH:14][C:15]([C:17]2[C:25]3[C:24]4[S:6][C:5]([NH:4][CH:1]5[CH2:3][CH2:2]5)=[N:27][C:23]=4[CH:22]=[CH:21][C:20]=3[NH:19][N:18]=2)=[O:16])=[CH:12][CH:13]=1.